The task is: Predict the reaction yield, written as a fraction of the theoretical maximum amount of product (1.0 means a 100% yield; for example, 0.34 means a 34% yield).. This data is from Reaction yield outcomes from USPTO patents with 853,638 reactions. (1) The reactants are Br[C:2]1[CH:3]=[N:4][CH:5]=[C:6]([Br:8])[CH:7]=1.[NH:9]1[CH2:14][CH2:13][O:12][CH2:11][CH2:10]1. The catalyst is O1CCOCC1.C1C=CC(/C=C/C(/C=C/C2C=CC=CC=2)=O)=CC=1.C1C=CC(/C=C/C(/C=C/C2C=CC=CC=2)=O)=CC=1.C1C=CC(/C=C/C(/C=C/C2C=CC=CC=2)=O)=CC=1.[Pd].[Pd].CC1(C)C2C(=C(P(C3C=CC=CC=3)C3C=CC=CC=3)C=CC=2)OC2C(P(C3C=CC=CC=3)C3C=CC=CC=3)=CC=CC1=2. The product is [Br:8][C:6]1[CH:7]=[C:2]([N:9]2[CH2:14][CH2:13][O:12][CH2:11][CH2:10]2)[CH:3]=[N:4][CH:5]=1. The yield is 0.650. (2) The reactants are Br[C:2]1[CH:10]=[CH:9][CH:8]=[C:7]2[C:3]=1[CH:4]=[CH:5][NH:6]2.[CH3:11][O:12][C:13]1[CH:18]=[CH:17][C:16](B(O)O)=[CH:15][CH:14]=1.[OH-].[Na+]. The catalyst is C1COCC1.[Pd].C(OCC)(=O)C. The product is [CH3:11][O:12][C:13]1[CH:18]=[CH:17][C:16]([C:2]2[CH:10]=[CH:9][CH:8]=[C:7]3[C:3]=2[CH:4]=[CH:5][NH:6]3)=[CH:15][CH:14]=1. The yield is 0.830. (3) The reactants are [Cl:1][C:2]1[CH:11]=[CH:10][C:9]([OH:12])=[C:8]2[C:3]=1[CH:4]=[CH:5][CH:6]=[N:7]2.C(Cl)Cl.C(N(CC)CC)C.[F:23][C:24]([F:37])([F:36])[S:25](O[S:25]([C:24]([F:37])([F:36])[F:23])(=[O:27])=[O:26])(=[O:27])=[O:26]. The catalyst is CCCCCC.O. The product is [Cl:1][C:2]1[CH:11]=[CH:10][C:9]([O:12][S:25]([C:24]([F:37])([F:36])[F:23])(=[O:27])=[O:26])=[C:8]2[C:3]=1[CH:4]=[CH:5][CH:6]=[N:7]2. The yield is 0.900. (4) The reactants are [Br-].[Li+].[CH3:3][Mg]Cl.[CH2:6]([O:13][C:14]([NH:16][C@@H:17]([CH2:22][C:23](Cl)=[O:24])[C:18]([O:20][CH3:21])=[O:19])=[O:15])[C:7]1[CH:12]=[CH:11][CH:10]=[CH:9][CH:8]=1.[Cl-].[NH4+]. The catalyst is C1COCC1.[Cu]Br.[Cu](Br)Br. The product is [CH2:6]([O:13][C:14]([NH:16][C@@H:17]([CH2:22][C:23](=[O:24])[CH3:3])[C:18]([O:20][CH3:21])=[O:19])=[O:15])[C:7]1[CH:12]=[CH:11][CH:10]=[CH:9][CH:8]=1. The yield is 0.840.